From a dataset of Full USPTO retrosynthesis dataset with 1.9M reactions from patents (1976-2016). Predict the reactants needed to synthesize the given product. (1) The reactants are: [NH2:1][C:2]1[C:3]([Cl:40])=[C:4]([CH2:25][N:26]2[CH2:31][CH2:30][CH2:29][C@@H:28]([NH:32][C:33](=[O:39])[O:34][C:35]([CH3:38])([CH3:37])[CH3:36])[CH2:27]2)[C:5]([CH3:24])=[CH:6][C:7]=1[C:8](=[O:23])[NH:9][CH2:10][C:11]1[CH:16]=[C:15]([Cl:17])[CH:14]=[CH:13][C:12]=1[S:18]([CH2:21][CH3:22])(=[O:20])=[O:19].ClC1C(C2OCCO2)=C(OC(F)(F)F)C=C2C=1N[C:49](=[O:52])N(CC1C=C(Cl)C=CC=1S(CC)(=O)=O)C2=O. Given the product [Cl:40][C:3]1[C:4]([CH2:25][N:26]2[CH2:31][CH2:30][CH2:29][C@@H:28]([NH:32][C:33](=[O:39])[O:34][C:35]([CH3:36])([CH3:38])[CH3:37])[CH2:27]2)=[C:5]([CH3:24])[CH:6]=[C:7]2[C:2]=1[NH:1][C:49](=[O:52])[N:9]([CH2:10][C:11]1[CH:16]=[C:15]([Cl:17])[CH:14]=[CH:13][C:12]=1[S:18]([CH2:21][CH3:22])(=[O:19])=[O:20])[C:8]2=[O:23], predict the reactants needed to synthesize it. (2) Given the product [F:1][C:2]1[C:3]([CH2:13][NH2:14])=[CH:4][C:5]2[S:9][C:8]([S:10][CH3:11])=[N:7][C:6]=2[CH:12]=1, predict the reactants needed to synthesize it. The reactants are: [F:1][C:2]1[C:3]([C:13]#[N:14])=[CH:4][C:5]2[S:9][C:8]([S:10][CH3:11])=[N:7][C:6]=2[CH:12]=1.[H-].[Al+3].[Li+].[H-].[H-].[H-].O.[OH-].[Na+].